From a dataset of Human Reference Interactome with 51,813 positive PPI pairs across 8,248 proteins, plus equal number of experimentally-validated negative pairs. Binary Classification. Given two protein amino acid sequences, predict whether they physically interact or not. (1) Protein 1 (ENSG00000188886) has sequence MEGVGGLWPWVLGLLSLPGVILGAPLASSCAGACGTSFPDGLTPEGTQASGDKDIPAINQGLILEETPESSFLIEGDIIRPSPFRLLSATSNKWPMGGSGVVEVPFLLSSKYDEPSRQVILEALAEFERSTCIRFVTYQDQRDFISIIPMYGCFSSVGRSGGMQVVSLAPTCLQKGRGIVLHELMHVLGFWHEHTRADRDRYIRVNWNEILPGFEINFIKSQSSNMLTPYDYSSVMHYGRLAFSRRGLPTITPLWAPSVHIGQRWNLSASDITRVLKLYGCSPSGPRPRGRGSHAHSTGR.... Protein 2 (ENSG00000146192) has sequence MKGASEEKLASVSNLVTVFENSRTPEAAPRGQRLEDVHHRPECRPPESPGPREKTNVGEAVGSEPRTVSRRYLNSLKNKLSSEAWRKSCQPVTLSGSGTQEPEKKIVQELLETEQAYVARLHLLDQVFFQELLKTARSSKAFPEDVVRVIFSNISSIYQFHSQFFLPELQRRLDDWTANPRIGDVIQKLAPFLKMYSEYVKNFERAAELLATWTDKSPLFQEVLTRIQSSEASGSLTLQHHMLEPVQRIPRYELLLKEYIQKLPAQAPDQADAQKALDMIFSAAQHSNAAITEMERLQDL.... Result: 0 (the proteins do not interact). (2) Protein 1 (ENSG00000006638) has sequence MWPNGSSLGPCFRPTNITLEERRLIASPWFAASFCVVGLASNLLALSVLAGARQGGSHTRSSFLTFLCGLVLTDFLGLLVTGTIVVSQHAALFEWHAVDPGCRLCRFMGVVMIFFGLSPLLLGAAMASERYLGITRPFSRPAVASQRRAWATVGLVWAAALALGLLPLLGVGRYTVQYPGSWCFLTLGAESGDVAFGLLFSMLGGLSVGLSFLLNTVSVATLCHVYHGQEAAQQRPRDSEVEMMAQLLGIMVVASVCWLPLLVFIAQTVLRNPPAMSPAGQLSRTTEKELLIYLRVATWN.... Protein 2 (ENSG00000007952) has sequence MGNWVVNHWFSVLFLVVWLGLNVFLFVDAFLKYEKADKYYYTRKILGSTLACARASALCLNFNSTLILLPVCRNLLSFLRGTCSFCSRTLRKQLDHNLTFHKLVAYMICLHTAIHIIAHLFNFDCYSRSRQATDGSLASILSSLSHDEKKGGSWLNPIQSRNTTVEYVTFTSIAGLTGVIMTIALILMVTSATEFIRRSYFEVFWYTHHLFIFYILGLGIHGIGGIVRGQTEESMNESHPRKCAESFEMWDDRDSHCRRPKFEGHPPESWKWILAPVILYICERILRFYRSQQKVVITKV.... Result: 1 (the proteins interact). (3) Protein 1 (ENSG00000101654) has sequence MANSAKAEEYEKMSLEQAKASVNSETESSFNINENTTASGTGLSEKTSVCRQVDIARKRKEFEDDLVKESSSCGKDTPSKKRKLDPEIVPEEKDCGDAEGNSKKRKRETEDVPKDKSSTGDGTQNKRKIALEDVPEKQKNLEEGHSSTVAAHYNELQEVGLEKRSQSRIFYLRNFNNWMKSVLIGEFLEKVRQKKKRDITVLDLGCGKGGDLLKWKKGRINKLVCTDIADVSVKQCQQRYEDMKNRRDSEYIFSAEFITADSSKELLIDKFRDPQMCFDICSCQFVCHYSFESYEQADMM.... Protein 2 (ENSG00000117411) has sequence MAVEVQEQWPCLPAAGCPGPLGGPVAACGMSRLLGGTLERVCKAVLLLCLLHFLVAVILYFDVYAQHLAFFSRFSARGPAHALHPAASSSSSSSNCSRPNATASSSGLPEVPSALPGPTAPTLPPCPDSPPGLVGRLLIEFTSPMPLERVQRENPGVLMGGRYTPPDCTPAQTVAVIIPFRHREHHLRYWLHYLHPILRRQRLRYGVYVINQHGEDTFNRAKLLNVGFLEALKEDAAYDCFIFSDVDLVPMDDRNLYRCGDQPRHFAIAMDKFGFRLPYAGYFGGVSGLSKAQFLRINGF.... Result: 0 (the proteins do not interact). (4) Protein 1 (ENSG00000130545) has sequence MANPGLGLLLALGLPFLLARWGRAWGQIQTTSANENSTVLPSSTSSSSDGNLRPEAITAIIVVFSLLAALLLAVGLALLVRKLREKRQTEGTYRPSSEEQVGARVPPTPNLKLPPEERLI*MANPGLGLLLALGLPFLLARWGRAWGQIQTTSANENSTVLPSSTSSSSDGNLRPEAITAIIVVFSLLAALLLAVGLALLVRKLREKRQTEGTYRPSSEEQFSHAAEARAPQDSKETVQGCLPI*. Protein 2 (ENSG00000170906) has sequence MINKATPYNYPVPVRDDGNMPDVPSHPQDPQGPSLEWLKKL*MAARVGAFLKNAWDKEPVLVVSFVVGGLEQSHDTTPRMLHDDPTLKRAHSMTNPTAASSRPHVSL*MAARVGAFLKNAWDKEPVLVVSFVVGGLAVILPPLSPYFKYSVMINKATPYNYPVEAGFHRVSQDCLDLLTL*MAARVGAFLKNAWDKEPVLVVSFVVGGLAVILPPLSPYFKYSVMINKATPYNYPVPVRDDGNMPDVPSHPQDPQGPSLEWLKKL*MAARVGAFLKNAWDKEPVLVVSFVVGGLAVILPP.... Result: 1 (the proteins interact). (5) Protein 1 (ENSG00000171223) has sequence MCTKMEQPFYHDDSYTATGYGRAPGGLSLHDYKLLKPSLAVNLADPYRSLKAPGARGPGPEGGGGGSYFSGQGSDTGASLKLASSELERLIVPNSNGVITTTPTPPGQYFYPRGGGSGGGAGGAGGGVTEEQEGFADGFVKALDDLHKMNHVTPPNVSLGATGGPPAGPGGVYAGPEPPPVYTNLSSYSPASASSGGAGAAVGTGSSYPTTTISYLPHAPPFAGGHPAQLGLGRGASTFKEEPQTVPEARSRDATPPVSPINMEDQERIKVERKRLRNRLAATKCRKRKLERIARLEDKV.... Protein 2 (ENSG00000175592) has sequence MFRDFGEPGPSSGNGGGYGGPAQPPAAAQAAQQKFHLVPSINTMSGSQELQWMVQPHFLGPSSYPRPLTYPQYSPPQPRPGVIRALGPPPGVRRRPCEQISPEEEERRRVRRERNKLAAAKCRNRRKELTDFLQAETDKLEDEKSGLQREIEELQKQKERLELVLEAHRPICKIPEGAKEGDTGSTSGTSSPPAPCRPVPCISLSPGPVLEPEALHTPTLMTTPSLTPFTPSLVFTYPSTPEPCASAHRKSSSSSGDPSSDPLGSPTLLAL*MFRDFGEPGPSSGNGGGYGGPAQPPAAA.... Result: 1 (the proteins interact). (6) Protein 1 (ENSG00000174652) has sequence MLENYKNLATVGYQLFKPSLISWLEQEESRTVQRGDFQASEWKVQLKTKELALQQDVLGEPTSSGIQMIGSHNGGEVSDVKQCGDVSSEHSCLKTHVRTQNSENTFECYLYGVDFLTLHKKTSTGEQRSVFSQCGKAFSLNPDVVCQRTCTGEKAFDCSDSGKSFINHSHLQGHLRTHNGESLHEWKECGRGFIHSTDLAVRIQTHRSEKPYKCKECGKGFRYSAYLNIHMGTHTGDNPYECKECGKAFTRSCQLTQHRKTHTGEKPYKCKDCGRAFTVSSCLSQHMKIHVGEKPYECKE.... Protein 2 (ENSG00000204619) has sequence MGRRSSKCCCIYEKPRAFGESSTESDEEEEEGCGHTHCVRGHRKGRRRATLGPTPTTPPQPPDPSQPPPGPMQH*MAEAGAGLSETVTETTVTVTTEPENRSLTIKLRKRKPEKKVEWTSDTVDNEHMGRRSSKCCCIYEKPRAFGESSTESDEEEEEGCGHTHCVRGHRKGRRRATLGPTPTTPPQPPDPSQPPPGPMQH*. Result: 0 (the proteins do not interact). (7) Protein 1 (ENSG00000101892) has sequence MRRQLRSRRAPSFPYSYRYRLDDPDEANQNYLADEEEEAEEEARVTVVPKSEEEEEEEEKEEEEEEEKEEEEGQGQPTGNAWWQKLQIMSEYLWDPERRMFLARTGQSWSLILLIYFFFYASLAAVITLCMYTLFLTISPYIPTFTERVKPPGVMIRPFAHSLNFNFNVSEPDTWQHYVISLNGFLQGYNDSLQEEMNVDCPPGQYFIQDGNEDEDKKACQFKRSFLKNCSGLEDPTFGYSTGQPCILLKMNRIVGFRPELGDPVKVSCKVQRGDENDIRSISYYPESASFDLRYYPYYG.... Protein 2 (ENSG00000116661) has sequence MDGDGDPESVGQPEEASPEEQPEEASAEEERPEDQQEEEAAAAAAYLDELPEPLLLRVLAALPAAELVQACRLVCLRWKELVDGAPLWLLKCQQEGLVPEGGVEEERDHWQQFYFLSKRRRNLLRNPCGEEDLEGWCDVEHGGDGWRVEELPGDSGVEFTHDESVKKYFASSFEWCRKAQVIDLQAEGYWEELLDTTQPAIVVKDWYSGRSDAGCLYELTVKLLSEHENVLAEFSSGQVAVPQDSDGGGWMEISHTFTDYGPGVRFVRFEHGGQDSVYWKGWFGARVTNSSVWVEP*MDA.... Result: 0 (the proteins do not interact). (8) Protein 1 (ENSG00000052802) has sequence MATNESVSIFSSASLAVEYVDSLLPENPLQEPFKNAWNYMLNNYTKFQIATWGSLIVHEALYFLFCLPGFLFQFIPYMKKYKIQKDKPETWENQWKCFKVLLFNHFCIQLPLICGTYYFTEYFNIPYDWERMPRWYFLLARCFGCAVIEDTWHYFLHRLLHHKRIYKYIHKVHHEFQAPFGMEAEYAHPLETLILGTGFFIGIVLLCDHVILLWAWVTIRLLETIDVHSGYDIPLNPLNLIPFYAGSRHHDFHHMNFIGNYASTFTWWDRIFGTDSQYNAYNEKRKKFEKKTE*MPRWYF.... Protein 2 (ENSG00000126067) has sequence MEYLIGIQGPDYVLVASDRVAASNIVQMKDDHDKMFKMSEKILLLCVGEAGDTVQFAEYIQKNVQLYKMRNGYELSPTAAANFTRRNLADCLRSRTPYHVNLLLAGYDEHEGPALYYMDYLAALAKAPFAAHGYGAFLTLSILDRYYTPTISRERAVELLRKCLEELQKRFILNLPTFSVRIIDKNGIHDLDNISFPKQGS*MDYLAALAKAPFAAHGYGAFLTLSILDRYYTPTISRERAVELLRKCLEELQKRFILNLPTFSVRIIDKNGIHDLDNISFPKQGS*. Result: 0 (the proteins do not interact).